From a dataset of Reaction yield outcomes from USPTO patents with 853,638 reactions. Predict the reaction yield, written as a fraction of the theoretical maximum amount of product (1.0 means a 100% yield; for example, 0.34 means a 34% yield). (1) The reactants are [CH3:1][Si:2]([CH3:7])([CH3:6])[C:3]#[C:4][CH3:5].Cl[CH2:9][C:10]1[N:14]([CH3:15])[C:13]2[CH:16]=[CH:17][CH:18]=[CH:19][C:12]=2[N:11]=1. No catalyst specified. The product is [CH3:15][N:14]1[C:13]2[CH:16]=[CH:17][CH:18]=[CH:19][C:12]=2[N:11]=[C:10]1[CH2:9][CH2:5][C:4]#[C:3][Si:2]([CH3:7])([CH3:6])[CH3:1]. The yield is 0.590. (2) The catalyst is O.CC(C)=O. The yield is 0.910. The reactants are [O:1]1CCO[CH:2]1[C:6]1[CH:7]=[C:8]([CH:28]=[C:29]([CH3:31])[CH:30]=1)[O:9][C:10]1[N:15]([CH2:16][C:17]2[CH:22]=[CH:21][N:20]=[CH:19][CH:18]=2)[C:14](=[O:23])[NH:13][C:12](=[O:24])[C:11]=1[CH:25]([CH3:27])[CH3:26].O.C1(C)C=CC(S(O)(=O)=O)=CC=1.C(=O)(O)[O-].[Na+]. The product is [CH:25]([C:11]1[C:12](=[O:24])[NH:13][C:14](=[O:23])[N:15]([CH2:16][C:17]2[CH:18]=[CH:19][N:20]=[CH:21][CH:22]=2)[C:10]=1[O:9][C:8]1[CH:7]=[C:6]([CH:30]=[C:29]([CH3:31])[CH:28]=1)[CH:2]=[O:1])([CH3:27])[CH3:26]. (3) The reactants are Cl[CH2:2][C:3]([NH:5][CH2:6][CH2:7][C:8]([NH:10][C:11]1[CH:12]=[C:13]2[C:18](=[CH:19][CH:20]=1)[N:17]=[CH:16][N:15]=[C:14]2[NH:21][C:22]1[CH:27]=[CH:26][C:25]([O:28][C:29]2[CH:30]=[N:31][C:32]([CH3:35])=[CH:33][CH:34]=2)=[C:24]([CH3:36])[CH:23]=1)=[O:9])=[O:4].[CH3:37][S:38]([CH2:41][CH2:42][NH2:43])(=[O:40])=[O:39]. No catalyst specified. The product is [CH3:37][S:38]([CH2:41][CH2:42][NH:43][CH2:2][C:3]([NH:5][CH2:6][CH2:7][C:8]([NH:10][C:11]1[CH:12]=[C:13]2[C:18](=[CH:19][CH:20]=1)[N:17]=[CH:16][N:15]=[C:14]2[NH:21][C:22]1[CH:27]=[CH:26][C:25]([O:28][C:29]2[CH:30]=[N:31][C:32]([CH3:35])=[CH:33][CH:34]=2)=[C:24]([CH3:36])[CH:23]=1)=[O:9])=[O:4])(=[O:40])=[O:39]. The yield is 0.290. (4) The reactants are [CH2:1]([O:3][P:4]([CH:9]([OH:27])[CH2:10][C@@H:11]([OH:26])[C@@H:12]([OH:25])[C@H:13]([OH:24])[CH:14]=[N:15][O:16][CH2:17][C:18]1[CH:23]=[CH:22][CH:21]=[CH:20][CH:19]=1)(=[O:8])[O:5][CH2:6][CH3:7])[CH3:2].B.C1COCC1.C(Cl)Cl.CO. The catalyst is C1COCC1. The product is [CH2:6]([O:5][P:4]([CH:9]([OH:27])[CH2:10][C@@H:11]([OH:26])[C@@H:12]([OH:25])[C@@H:13]([OH:24])[CH2:14][NH:15][O:16][CH2:17][C:18]1[CH:19]=[CH:20][CH:21]=[CH:22][CH:23]=1)(=[O:8])[O:3][CH2:1][CH3:2])[CH3:7]. The yield is 0.780. (5) The reactants are I[C:2]1[CH:7]=[CH:6][C:5]([I:8])=[CH:4][CH:3]=1.[Li]CCCC.[O:14]1[C:18]2([CH2:23][CH2:22][C:21](=[O:24])[CH2:20][CH2:19]2)[O:17][CH2:16][CH2:15]1.C[Si](Cl)(C)C. The catalyst is C1COCC1. The product is [I:8][C:5]1[CH:6]=[CH:7][C:2]([C:21]2([OH:24])[CH2:22][CH2:23][C:18]3([O:17][CH2:16][CH2:15][O:14]3)[CH2:19][CH2:20]2)=[CH:3][CH:4]=1. The yield is 0.666. (6) The reactants are [CH3:1][C:2]1[C:6]([CH3:7])=[CH:5][NH:4][N:3]=1.[CH2:8]=[O:9]. The catalyst is CO. The product is [OH:9][CH2:8][N:4]1[CH:5]=[C:6]([CH3:7])[C:2]([CH3:1])=[N:3]1. The yield is 0.950. (7) The reactants are [F:1][C:2]1[CH:7]=[CH:6][C:5]([C:8]2[S:9][C:10]3[N:11]=[C:12]([NH2:23])[N:13]=[C:14]([N:17]4[CH2:22][CH2:21][NH:20][CH2:19][CH2:18]4)[C:15]=3[N:16]=2)=[CH:4][CH:3]=1.N1C=CC=CC=1.[C:30]1([S:36](Cl)(=[O:38])=[O:37])[CH:35]=[CH:34][CH:33]=[CH:32][CH:31]=1. The product is [F:1][C:2]1[CH:7]=[CH:6][C:5]([C:8]2[S:9][C:10]3[N:11]=[C:12]([NH2:23])[N:13]=[C:14]([N:17]4[CH2:18][CH2:19][N:20]([S:36]([C:30]5[CH:35]=[CH:34][CH:33]=[CH:32][CH:31]=5)(=[O:38])=[O:37])[CH2:21][CH2:22]4)[C:15]=3[N:16]=2)=[CH:4][CH:3]=1. The yield is 0.450. The catalyst is CN(C=O)C.